This data is from Catalyst prediction with 721,799 reactions and 888 catalyst types from USPTO. The task is: Predict which catalyst facilitates the given reaction. (1) Reactant: [Cl:1][C:2]1[CH:3]=[C:4]([C:9]2([C:24]([F:27])([F:26])[F:25])[O:13][N:12]=[C:11]([C:14]3[CH:15]=[C:16]4[C:21](=[CH:22][CH:23]=3)[NH:20][CH2:19][CH2:18][CH2:17]4)[CH2:10]2)[CH:5]=[C:6]([Cl:8])[CH:7]=1.[CH:28]([N:31]([CH:34](C)C)CC)(C)[CH3:29].ClC([O:41]C(=O)OC(Cl)(Cl)Cl)(Cl)Cl.C(N)C. Product: [Cl:1][C:2]1[CH:3]=[C:4]([C:9]2([C:24]([F:26])([F:25])[F:27])[O:13][N:12]=[C:11]([C:14]3[CH:15]=[C:16]4[C:21](=[CH:22][CH:23]=3)[N:20]([C:34]([NH:31][CH2:28][CH3:29])=[O:41])[CH2:19][CH2:18][CH2:17]4)[CH2:10]2)[CH:5]=[C:6]([Cl:8])[CH:7]=1. The catalyst class is: 69. (2) Reactant: [NH2:1][C:2]1[N:7]=[C:6]([S:8]([NH:11][C:12]([C:14]2[C:15]([N:21]3[CH2:25][CH:24]([CH3:26])[CH2:23][C:22]3([CH3:28])[CH3:27])=[N:16][C:17]([Cl:20])=[CH:18][CH:19]=2)=[O:13])(=[O:10])=[O:9])[CH:5]=[CH:4][CH:3]=1.[CH3:29][O:30][C:31]1[CH:32]=[CH:33][C:34]([CH3:40])=[C:35](B(O)O)[CH:36]=1.C(=O)([O-])[O-].[K+].[K+]. Product: [NH2:1][C:2]1[N:7]=[C:6]([S:8]([NH:11][C:12]([C:14]2[C:15]([N:21]3[CH2:25][CH:24]([CH3:26])[CH2:23][C:22]3([CH3:28])[CH3:27])=[N:16][C:17]([C:33]3[CH:32]=[C:31]([O:30][CH3:29])[CH:36]=[CH:35][C:34]=3[CH3:40])=[CH:18][CH:19]=2)=[O:13])(=[O:10])=[O:9])[CH:5]=[CH:4][CH:3]=1.[ClH:20]. The catalyst class is: 427. (3) Reactant: [Br:1][C:2]1[CH:7]=[CH:6][C:5]([C:8]2[CH:13]=[CH:12][C:11]([OH:14])=[CH:10][CH:9]=2)=[CH:4][CH:3]=1.Br[CH2:16][CH2:17][CH2:18][CH2:19][CH2:20][CH2:21][CH2:22][CH3:23].C(=O)([O-])[O-].[K+].[K+]. Product: [Br:1][C:2]1[CH:3]=[CH:4][C:5]([C:8]2[CH:13]=[CH:12][C:11]([O:14][CH2:16][CH2:17][CH2:18][CH2:19][CH2:20][CH2:21][CH2:22][CH3:23])=[CH:10][CH:9]=2)=[CH:6][CH:7]=1. The catalyst class is: 131. (4) Product: [NH2:1][C:2]1[CH:7]=[CH:6][C:5]([CH2:8][CH2:22][OH:23])=[CH:4][C:3]=1[Br:18]. Reactant: [NH2:1][C:2]1[CH:7]=[CH:6][C:5]([CH:8](O)C)=[CH:4][CH:3]=1.C1C(=O)N([Br:18])C(=O)C1.CN([CH:22]=[O:23])C. The catalyst class is: 13. (5) Reactant: [CH3:1][N:2]([C:10]1[CH:15]=[CH:14][CH:13]=[CH:12][CH:11]=1)[C:3]([C:5]1[CH:9]=[CH:8][NH:7][N:6]=1)=[O:4].[C:16]([C:20]1[CH:25]=[CH:24][C:23]([S:26](Cl)(=[O:28])=[O:27])=[CH:22][CH:21]=1)([CH3:19])([CH3:18])[CH3:17]. Product: [CH3:1][N:2]([C:10]1[CH:15]=[CH:14][CH:13]=[CH:12][CH:11]=1)[C:3]([C:5]1[CH:9]=[CH:8][N:7]([S:26]([C:23]2[CH:24]=[CH:25][C:20]([C:16]([CH3:19])([CH3:18])[CH3:17])=[CH:21][CH:22]=2)(=[O:28])=[O:27])[N:6]=1)=[O:4]. The catalyst class is: 166. (6) Reactant: [H-].[Al+3].[Li+].[H-].[H-].[H-].[Cl-].[Al+3].[Cl-].[Cl-].[CH2:11]([N:18]1[C:24](=O)[CH:23]([OH:26])[CH:22]([C:27]2[CH:32]=[CH:31][C:30]([Cl:33])=[C:29]([Cl:34])[CH:28]=2)[O:21][CH2:20][CH2:19]1)[C:12]1[CH:17]=[CH:16][CH:15]=[CH:14][CH:13]=1.[C@H](O)(C([O-])=O)[C@@H](O)C([O-])=O.[Na+].[K+]. Product: [CH2:11]([N:18]1[CH2:24][CH:23]([OH:26])[CH:22]([C:27]2[CH:32]=[CH:31][C:30]([Cl:33])=[C:29]([Cl:34])[CH:28]=2)[O:21][CH2:20][CH2:19]1)[C:12]1[CH:13]=[CH:14][CH:15]=[CH:16][CH:17]=1. The catalyst class is: 1. (7) Reactant: [NH2:1][C:2]1[CH:7]=[CH:6][CH:5]=[CH:4][N:3]=1.[C:8]([CH2:12][C:13]([O:15]CC)=O)(=O)[CH2:9][CH3:10].CC(O)=O.[Br:22]Br. Product: [Br:22][C:12]1[C:13](=[O:15])[N:3]2[CH:4]=[CH:5][CH:6]=[CH:7][C:2]2=[N:1][C:8]=1[CH2:9][CH3:10]. The catalyst class is: 6.